The task is: Predict the product of the given reaction.. This data is from Forward reaction prediction with 1.9M reactions from USPTO patents (1976-2016). (1) Given the reactants C([C:3]1[C:8]([NH:9][S:10]([C:13]2[CH:18]=[CH:17][C:16]([CH3:19])=[C:15]([C:20]([F:23])([F:22])[F:21])[CH:14]=2)(=[O:12])=[O:11])=[CH:7][C:6]([CH3:24])=[CH:5][N:4]=1)#N.[H-].[Na+].I[C:28]1[C:29]2[CH:36]=[CH:35][NH:34][C:30]=2[N:31]=[CH:32][N:33]=1.C1C[O:40][CH2:39]C1, predict the reaction product. The product is: [CH3:19][C:16]1[CH:17]=[CH:18][C:13]([S:10]([NH:9][C:8]2[C:3]([C:39]([C:28]3[C:29]4[CH:36]=[CH:35][NH:34][C:30]=4[N:31]=[CH:32][N:33]=3)=[O:40])=[N:4][CH:5]=[C:6]([CH3:24])[CH:7]=2)(=[O:12])=[O:11])=[CH:14][C:15]=1[C:20]([F:21])([F:23])[F:22]. (2) Given the reactants [Br:1][C:2]1[CH:3]=[C:4]([NH2:12])[CH:5]=[C:6]([C:8]([F:11])([F:10])[F:9])[CH:7]=1.O.[CH3:14][C:15](O)=[O:16], predict the reaction product. The product is: [Br:1][C:2]1[CH:3]=[C:4]([NH:12][C:15](=[O:16])[CH3:14])[CH:5]=[C:6]([C:8]([F:10])([F:11])[F:9])[CH:7]=1. (3) Given the reactants [CH2:1]([N:8]([CH:18]1[CH2:22][CH2:21][CH2:20][CH2:19]1)[C:9]1[CH:10]=[CH:11][C:12]2[N:13](N=C[N:17]=2)[N:14]=1)[C:2]1[CH:7]=[CH:6][CH:5]=[CH:4][CH:3]=1.C(P(CCCC)CCCC)CCC, predict the reaction product. The product is: [CH2:1]([N:8]([CH:18]1[CH2:19][CH2:20][CH2:21][CH2:22]1)[C:9]1[N:14]=[N:13][C:12]([NH2:17])=[CH:11][CH:10]=1)[C:2]1[CH:3]=[CH:4][CH:5]=[CH:6][CH:7]=1. (4) Given the reactants [Cl:1][C:2]1[CH:7]=[CH:6][N:5]=[C:4]([C:8]([OH:10])=O)[CH:3]=1.[CH2:11]([N:15]1[C:23]2[N:22]=[C:21]([Cl:24])[NH:20][C:19]=2[C:18](=[O:25])[N:17]([CH2:26][CH2:27][CH2:28][CH2:29]/[C:30](=[N:33]/[H])/[NH:31]O)[C:16]1=[O:35])[CH2:12][CH2:13][CH3:14], predict the reaction product. The product is: [CH2:11]([N:15]1[C:23]2[N:22]=[C:21]([Cl:24])[NH:20][C:19]=2[C:18](=[O:25])[N:17]([CH2:26][CH2:27][CH2:28][CH2:29][C:30]2[N:31]=[C:8]([C:4]3[CH:3]=[C:2]([Cl:1])[CH:7]=[CH:6][N:5]=3)[O:10][N:33]=2)[C:16]1=[O:35])[CH2:12][CH2:13][CH3:14]. (5) Given the reactants [F:1][C:2]1[CH:17]=[CH:16][CH:15]=[CH:14][C:3]=1[O:4][C:5]1[N:6]=[CH:7][C:8]([C:11]([OH:13])=O)=[N:9][CH:10]=1.CN(C(ON1N=NC2C=CC=CC1=2)=[N+](C)C)C.F[P-](F)(F)(F)(F)F.Br.Br.Br.[CH2:45]([C:47]1[C:48]([C:55]2[CH:63]=[C:62]3[C:58]([C:59]([C:64]4[NH:65][C:66]5[CH2:71][CH2:70][NH:69][CH2:68][C:67]=5[N:72]=4)=[N:60][NH:61]3)=[CH:57][CH:56]=2)=[CH:49][C:50]([F:54])=[C:51]([OH:53])[CH:52]=1)[CH3:46].CCN(C(C)C)C(C)C.C(=O)([O-])O.[Na+], predict the reaction product. The product is: [CH2:45]([C:47]1[CH:52]=[C:51]([OH:53])[C:50]([F:54])=[CH:49][C:48]=1[C:55]1[CH:63]=[C:62]2[C:58]([C:59]([C:64]3[NH:65][C:66]4[CH2:71][CH2:70][N:69]([C:11]([C:8]5[CH:7]=[N:6][C:5]([O:4][C:3]6[CH:14]=[CH:15][CH:16]=[CH:17][C:2]=6[F:1])=[CH:10][N:9]=5)=[O:13])[CH2:68][C:67]=4[N:72]=3)=[N:60][NH:61]2)=[CH:57][CH:56]=1)[CH3:46]. (6) Given the reactants [CH2:1]=[C:2]([C:4]1[CH:5]=[C:6]([CH:9]=[CH:10][N:11]=1)[C:7]#[N:8])[CH3:3].Cl, predict the reaction product. The product is: [CH:2]([C:4]1[CH:5]=[C:6]([CH2:7][NH2:8])[CH:9]=[CH:10][N:11]=1)([CH3:3])[CH3:1]. (7) Given the reactants [H-].[Na+].[CH:3]1([CH:6]([C:8]2[C:13]3[N:14]4[CH2:20][CH2:19][CH2:18][N:17]([C:21]5[CH:26]=[CH:25][C:24]([Cl:27])=[CH:23][C:22]=5[Cl:28])[C:15]4=[N:16][C:12]=3[CH:11]=[CH:10][CH:9]=2)[OH:7])[CH2:5][CH2:4]1.[CH3:29]I, predict the reaction product. The product is: [CH:3]1([CH:6]([O:7][CH3:29])[C:8]2[C:13]3[N:14]4[CH2:20][CH2:19][CH2:18][N:17]([C:21]5[CH:26]=[CH:25][C:24]([Cl:27])=[CH:23][C:22]=5[Cl:28])[C:15]4=[N:16][C:12]=3[CH:11]=[CH:10][CH:9]=2)[CH2:5][CH2:4]1.